This data is from Forward reaction prediction with 1.9M reactions from USPTO patents (1976-2016). The task is: Predict the product of the given reaction. (1) Given the reactants [CH3:1][O:2][C:3]1[CH:4]=[C:5]([O:15][C:16]2[CH:21]=[CH:20][C:19]([S:22]([CH3:25])(=[O:24])=[O:23])=[CH:18][N:17]=2)[CH:6]=[C:7]2[C:11]=1[NH:10][C:9]([C:12](=[S:14])[NH2:13])=[CH:8]2.[C:26]([O:31][CH2:32][CH3:33])(=[O:30])[C:27]#[C:28][CH3:29].C(P(CCCC)CCCC)CCC.O1CCCC1, predict the reaction product. The product is: [CH3:1][O:2][C:3]1[CH:4]=[C:5]([O:15][C:16]2[CH:21]=[CH:20][C:19]([S:22]([CH3:25])(=[O:24])=[O:23])=[CH:18][N:17]=2)[CH:6]=[C:7]2[C:11]=1[NH:10][C:9]([C:12]1[S:14][CH:28]([CH2:27][C:26]([O:31][CH2:32][CH3:33])=[O:30])[CH2:29][N:13]=1)=[CH:8]2. (2) Given the reactants [Cl:1][C:2]1[C:7]([C:8]2[CH:9]=[C:10]([C:14]([C:16]3[O:17][CH:18]=[CH:19][N:20]=3)=[O:15])[CH:11]=[CH:12][CH:13]=2)=[CH:6][N:5]=[C:4]2[N:21]([CH2:31][O:32][CH2:33][CH2:34][Si:35]([CH3:38])([CH3:37])[CH3:36])[CH:22]=[C:23]([C:24]3[CH:29]=[CH:28][CH:27]=[CH:26][C:25]=3[F:30])[C:3]=12.[BH4-].[Na+], predict the reaction product. The product is: [Cl:1][C:2]1[C:7]([C:8]2[CH:9]=[C:10]([CH:14]([C:16]3[O:17][CH:18]=[CH:19][N:20]=3)[OH:15])[CH:11]=[CH:12][CH:13]=2)=[CH:6][N:5]=[C:4]2[N:21]([CH2:31][O:32][CH2:33][CH2:34][Si:35]([CH3:38])([CH3:37])[CH3:36])[CH:22]=[C:23]([C:24]3[CH:29]=[CH:28][CH:27]=[CH:26][C:25]=3[F:30])[C:3]=12. (3) Given the reactants C[O:2][C:3]1[CH:8]=[CH:7][C:6]([C:9]2[CH:10]=[C:11]3[C:16](=[CH:17][CH:18]=2)[C:15]([OH:19])=[CH:14][CH:13]=[CH:12]3)=[CH:5][CH:4]=1.B(Br)(Br)Br, predict the reaction product. The product is: [OH:2][C:3]1[CH:8]=[CH:7][C:6]([C:9]2[CH:10]=[C:11]3[C:16](=[CH:17][CH:18]=2)[C:15]([OH:19])=[CH:14][CH:13]=[CH:12]3)=[CH:5][CH:4]=1. (4) Given the reactants [C:1]([O:5][C:6]([NH:8][C@@H:9]([CH2:37][CH2:38][CH2:39][NH:40][C:41]([O:43][C:44]([CH3:47])([CH3:46])[CH3:45])=[O:42])[CH2:10][NH:11][C:12]([C@@H:14]([NH:26]C(=O)OCC1C=CC=CC=1)[CH2:15][CH2:16][CH2:17][NH:18][C:19]([O:21][C:22]([CH3:25])([CH3:24])[CH3:23])=[O:20])=[O:13])=[O:7])([CH3:4])([CH3:3])[CH3:2], predict the reaction product. The product is: [NH2:26][C@H:14]([C:12]([NH:11][CH2:10][C@@H:9]([NH:8][C:6]([O:5][C:1]([CH3:4])([CH3:3])[CH3:2])=[O:7])[CH2:37][CH2:38][CH2:39][NH:40][C:41]([O:43][C:44]([CH3:45])([CH3:46])[CH3:47])=[O:42])=[O:13])[CH2:15][CH2:16][CH2:17][NH:18][C:19](=[O:20])[O:21][C:22]([CH3:25])([CH3:24])[CH3:23].